This data is from Catalyst prediction with 721,799 reactions and 888 catalyst types from USPTO. The task is: Predict which catalyst facilitates the given reaction. (1) Reactant: [H-].[Na+].[OH:3][C:4]1[CH:5]=[CH:6][C:7]([C:10]([O:12]C(C2C=CC=CC=2)C2C=CC=CC=2)=[O:11])=[N:8][CH:9]=1.Br[CH2:27][CH2:28][CH2:29][CH3:30]. Product: [CH2:27]([O:3][C:4]1[CH:5]=[CH:6][C:7]([C:10]([OH:12])=[O:11])=[N:8][CH:9]=1)[CH2:28][CH2:29][CH3:30]. The catalyst class is: 18. (2) Reactant: [Br:1][C:2]1[C:9]([CH3:10])=[CH:8][CH:7]=[CH:6][C:3]=1[CH2:4]Br.[C-:11]#[N:12].[K+]. Product: [Br:1][C:2]1[C:9]([CH3:10])=[CH:8][CH:7]=[CH:6][C:3]=1[CH2:4][C:11]#[N:12]. The catalyst class is: 9.